This data is from Forward reaction prediction with 1.9M reactions from USPTO patents (1976-2016). The task is: Predict the product of the given reaction. (1) Given the reactants [C:1]([C:5]1[CH:10]=[CH:9][CH:8]=[CH:7][C:6]=1[S:11][CH:12]1[CH2:15][N:14]([C:16]([C:18]2[CH:23]=[CH:22][CH:21]=[CH:20][CH:19]=2)=[O:17])[CH2:13]1)([CH3:4])([CH3:3])[CH3:2].C1C=C(Cl)C=C(C(OO)=[O:32])C=1.S([O-])([O-])(=O)=S.[Na+].[Na+].C(=O)([O-])O.[Na+], predict the reaction product. The product is: [C:1]([C:5]1[CH:10]=[CH:9][CH:8]=[CH:7][C:6]=1[S:11]([CH:12]1[CH2:13][N:14]([C:16]([C:18]2[CH:23]=[CH:22][CH:21]=[CH:20][CH:19]=2)=[O:17])[CH2:15]1)=[O:32])([CH3:4])([CH3:2])[CH3:3]. (2) Given the reactants [CH2:1]([N:3]([CH2:6][CH3:7])[CH2:4][CH3:5])[CH3:2].[C:8](=[O:15])([O:12][CH2:13][CH3:14])[O:9]CC, predict the reaction product. The product is: [C:8](=[O:9])([O-:15])[O-:12].[CH3:6][N+:3]([CH2:13][CH3:14])([CH2:4][CH3:5])[CH2:1][CH3:2].[CH3:8][N+:3]([CH2:6][CH3:7])([CH2:4][CH3:5])[CH2:1][CH3:2]. (3) Given the reactants [F:1][C:2]1[CH:7]=[CH:6][C:5]([N:8]2[C:13](=[O:14])[C:12]([C:15]([OH:17])=O)=[CH:11][CH:10]=[N:9]2)=[CH:4][CH:3]=1.CCN=C=NCCCN(C)C.C1C=CC2N(O)N=NC=2C=1.O.[NH2:40][C:41]1[CH:79]=[CH:78][C:44]([O:45][C:46]2[CH:51]=[CH:50][N:49]=[C:48]3[N:52]([CH2:69][C:70]4[CH:75]=[CH:74][C:73]([O:76][CH3:77])=[CH:72][CH:71]=4)[N:53]=[C:54]([O:55][C@H:56]4[CH2:61][CH2:60][CH2:59][N:58]([C:62]([O:64][C:65]([CH3:68])([CH3:67])[CH3:66])=[O:63])[CH2:57]4)[C:47]=23)=[C:43]([F:80])[CH:42]=1.CCN(CC)CC, predict the reaction product. The product is: [F:80][C:43]1[CH:42]=[C:41]([NH:40][C:15]([C:12]2[C:13](=[O:14])[N:8]([C:5]3[CH:4]=[CH:3][C:2]([F:1])=[CH:7][CH:6]=3)[N:9]=[CH:10][CH:11]=2)=[O:17])[CH:79]=[CH:78][C:44]=1[O:45][C:46]1[CH:51]=[CH:50][N:49]=[C:48]2[N:52]([CH2:69][C:70]3[CH:71]=[CH:72][C:73]([O:76][CH3:77])=[CH:74][CH:75]=3)[N:53]=[C:54]([O:55][C@H:56]3[CH2:61][CH2:60][CH2:59][N:58]([C:62]([O:64][C:65]([CH3:67])([CH3:68])[CH3:66])=[O:63])[CH2:57]3)[C:47]=12. (4) Given the reactants C[Si]([N-][Si](C)(C)C)(C)C.[Li+].[CH3:11][C:12]1[N:13](S(C2C=CC(C)=CC=2)(=O)=O)[CH:14]=[C:15]([C:17](=O)[CH3:18])[N:16]=1.[C:30]([O:37][CH2:38][CH3:39])(=[O:36])[C:31](OCC)=O.[NH:40]([C:42]1[CH:43]=[CH:44][C:45]([O:48][CH3:49])=[N:46][CH:47]=1)[NH2:41].Cl.C(O)C.C(=O)([O-])O.[Na+], predict the reaction product. The product is: [CH2:38]([O:37][C:30]([C:31]1[CH:18]=[C:17]([C:15]2[N:16]=[C:12]([CH3:11])[NH:13][CH:14]=2)[N:40]([C:42]2[CH:47]=[N:46][C:45]([O:48][CH3:49])=[CH:44][CH:43]=2)[N:41]=1)=[O:36])[CH3:39]. (5) Given the reactants [N:1]([CH:4]([O:16][CH2:17][CH2:18][OH:19])[CH2:5][O:6][C:7]1[CH:8]=[C:9]([CH:13]=[CH:14][CH:15]=1)[C:10]([OH:12])=[O:11])=[N+:2]=[N-:3].[H-].[Na+].[CH2:22]([O:24][C:25](=[O:28])[CH2:26]Br)[CH3:23], predict the reaction product. The product is: [N:1]([CH:4]([O:16][CH2:17][CH2:18][O:19][CH2:26][C:25]([O:24][CH2:22][CH3:23])=[O:28])[CH2:5][O:6][C:7]1[CH:8]=[C:9]([CH:13]=[CH:14][CH:15]=1)[C:10]([OH:12])=[O:11])=[N+:2]=[N-:3]. (6) Given the reactants Cl.[NH:2]1[CH2:7][CH2:6][CH:5]([NH:8][S:9]([CH3:12])(=[O:11])=[O:10])[CH2:4][CH2:3]1.C1CCN2C(=NCCC2)CC1.[F:24][C:25]1[CH:33]=[C:32]2[C:28]([C:29]([C:34]3[CH:49]=[CH:48][C:37]4[N:38]=[C:39]([CH2:41][NH:42][S:43]([CH:46]=[CH2:47])(=[O:45])=[O:44])[O:40][C:36]=4[CH:35]=3)=[CH:30][NH:31]2)=[CH:27][CH:26]=1, predict the reaction product. The product is: [F:24][C:25]1[CH:33]=[C:32]2[C:28]([C:29]([C:34]3[CH:49]=[CH:48][C:37]4[N:38]=[C:39]([CH2:41][NH:42][S:43]([CH2:46][CH2:47][N:2]5[CH2:3][CH2:4][CH:5]([NH:8][S:9]([CH3:12])(=[O:10])=[O:11])[CH2:6][CH2:7]5)(=[O:45])=[O:44])[O:40][C:36]=4[CH:35]=3)=[CH:30][NH:31]2)=[CH:27][CH:26]=1.